From a dataset of Catalyst prediction with 721,799 reactions and 888 catalyst types from USPTO. Predict which catalyst facilitates the given reaction. (1) Reactant: [Br:1][C:2]1[CH:3]=[CH:4][C:5]2[N:6]([C:8](I)=[CH:9][N:10]=2)[N:7]=1.CCN(C(C)C)C(C)C.[CH3:21][CH:22]([OH:25])[C:23]#[CH:24]. Product: [Br:1][C:2]1[CH:3]=[CH:4][C:5]2[N:6]([C:8]([C:24]#[C:23][CH:22]([OH:25])[CH3:21])=[CH:9][N:10]=2)[N:7]=1. The catalyst class is: 538. (2) Product: [CH2:12]([O:14][C:15]([C:16]1[S:8][C:7]([C:6]2[CH:10]=[CH:11][C:3]([O:2][CH3:1])=[CH:4][CH:5]=2)=[N:9][C:17]=1[CH3:18])=[O:21])[CH3:13]. Reactant: [CH3:1][O:2][C:3]1[CH:11]=[CH:10][C:6]([C:7]([NH2:9])=[S:8])=[CH:5][CH:4]=1.[CH2:12]([O:14][C:15](=[O:21])[CH:16](Cl)[C:17](=O)[CH3:18])[CH3:13]. The catalyst class is: 8.